Dataset: Full USPTO retrosynthesis dataset with 1.9M reactions from patents (1976-2016). Task: Predict the reactants needed to synthesize the given product. Given the product [C:23]([O:22][C:20]([N:17]1[CH2:18][CH2:19][CH:14]([NH:13][C:2]2[C:3]3[C:10]([CH3:11])=[C:9]([Cl:12])[S:8][C:4]=3[N:5]=[CH:6][N:7]=2)[CH2:15][CH2:16]1)=[O:21])([CH3:26])([CH3:24])[CH3:25], predict the reactants needed to synthesize it. The reactants are: Cl[C:2]1[C:3]2[C:10]([CH3:11])=[C:9]([Cl:12])[S:8][C:4]=2[N:5]=[CH:6][N:7]=1.[NH2:13][CH:14]1[CH2:19][CH2:18][N:17]([C:20]([O:22][C:23]([CH3:26])([CH3:25])[CH3:24])=[O:21])[CH2:16][CH2:15]1.